Task: Predict the reaction yield, written as a fraction of the theoretical maximum amount of product (1.0 means a 100% yield; for example, 0.34 means a 34% yield).. Dataset: Reaction yield outcomes from USPTO patents with 853,638 reactions (1) The reactants are [NH2:1][C:2]1[CH:7]=[CH:6][CH:5]=[CH:4][N:3]=1.[F:8][CH:9]([F:13])[C:10](O)=[O:11].CCN=C=NCCCN(C)C.Cl. The catalyst is ClCCl.CN(C1C=CN=CC=1)C. The product is [F:8][CH:9]([F:13])[C:10]([N:1]=[C:2]1[CH:7]=[CH:6][CH:5]=[CH:4][NH:3]1)=[O:11]. The yield is 0.140. (2) The catalyst is CN(C=O)C.CCN(C(C)C)C(C)C. The product is [F:24][CH:23]([F:25])[C:15]1[N:14]([C:4]2[N:5]=[C:6]([N:8]3[CH2:13][CH2:12][O:11][CH2:10][CH2:9]3)[N:7]=[C:2]([N:30]([CH2:29][CH2:28][CH2:27][OH:26])[CH:31]3[CH2:36][CH2:35][N:34]([C:37]([O:39][C:40]([CH3:41])([CH3:42])[CH3:43])=[O:38])[CH2:33][CH2:32]3)[N:3]=2)[C:18]2[CH:19]=[CH:20][CH:21]=[CH:22][C:17]=2[N:16]=1. The yield is 0.830. The reactants are Cl[C:2]1[N:7]=[C:6]([N:8]2[CH2:13][CH2:12][O:11][CH2:10][CH2:9]2)[N:5]=[C:4]([N:14]2[C:18]3[CH:19]=[CH:20][CH:21]=[CH:22][C:17]=3[N:16]=[C:15]2[CH:23]([F:25])[F:24])[N:3]=1.[OH:26][CH2:27][CH2:28][CH2:29][NH:30][CH:31]1[CH2:36][CH2:35][N:34]([C:37]([O:39][C:40]([CH3:43])([CH3:42])[CH3:41])=[O:38])[CH2:33][CH2:32]1. (3) The reactants are Br[C:2]1[N:7]=[C:6]2[N:8]([CH2:13][CH2:14][O:15][CH3:16])[C:9](=[O:12])[CH2:10][NH:11][C:5]2=[N:4][CH:3]=1.Br[C:18]1[C:19]([NH:25][CH2:26][C:27](OCC)=O)=NC=C(Br)N=1.[CH3:32]OCCN.[CH:37](N(C(C)C)CC)([CH3:39])[CH3:38].C(OCC)(=O)C.[OH2:52]. The catalyst is CS(C)=O.C(O)(=O)C. The product is [OH:52][C:37]([C:19]1[N:25]=[CH:26][C:27]([C:2]2[N:7]=[C:6]3[N:8]([CH2:13][CH2:14][O:15][CH3:16])[C:9](=[O:12])[CH2:10][NH:11][C:5]3=[N:4][CH:3]=2)=[CH:32][CH:18]=1)([CH3:39])[CH3:38]. The yield is 0.270. (4) The reactants are Br[C:2]1[N:7]=[C:6]([CH2:8][O:9][N:10]=[C:11]([C:18]2[N:22]([CH3:23])[N:21]=[N:20][N:19]=2)[C:12]2[CH:17]=[CH:16][CH:15]=[CH:14][CH:13]=2)[CH:5]=[CH:4][CH:3]=1.[CH2:24]([O:29][NH:30][C:31](=[O:37])[O:32][C:33]([CH3:36])([CH3:35])[CH3:34])[CH2:25][CH2:26][CH2:27][CH3:28].C1C=CC(P(C2C(C3C(P(C4C=CC=CC=4)C4C=CC=CC=4)=CC=C4C=3C=CC=C4)=C3C(C=CC=C3)=CC=2)C2C=CC=CC=2)=CC=1.C(O[K])(C)(C)C. The catalyst is C1(C)C=CC=CC=1. The product is [CH3:23][N:22]1[C:18]([C:11](=[N:10][O:9][CH2:8][C:6]2[N:7]=[C:2]([N:30]([O:29][CH2:24][CH2:25][CH2:26][CH2:27][CH3:28])[C:31](=[O:37])[O:32][C:33]([CH3:34])([CH3:35])[CH3:36])[CH:3]=[CH:4][CH:5]=2)[C:12]2[CH:17]=[CH:16][CH:15]=[CH:14][CH:13]=2)=[N:19][N:20]=[N:21]1. The yield is 0.410. (5) The reactants are [C:1](Cl)(=O)[C:2]([Cl:4])=[O:3].[Br:7][C:8]1[CH:16]=[CH:15]C(C(O)=O)=[C:10]([Cl:17])[CH:9]=1. The catalyst is C(Cl)Cl.CN(C=O)C. The product is [Br:7][C:8]1[CH:16]=[CH:15][C:1]([C:2]([Cl:4])=[O:3])=[C:10]([Cl:17])[CH:9]=1. The yield is 1.00. (6) The product is [CH:1]1([CH2:5][N:6]2[C:11](=[O:12])[C:10]([C:13]3[NH:18][C:17]4[CH:19]=[CH:20][C:21]([N:57]([CH3:56])[S:58]([CH3:61])(=[O:60])=[O:59])=[CH:22][C:16]=4[S:15](=[O:25])(=[O:24])[N:14]=3)=[C:9]([OH:26])[C:8]([CH2:27][C:28]([CH3:31])([CH3:30])[CH3:29])=[N:7]2)[CH2:4][CH2:3][CH2:2]1. The reactants are [CH:1]1([CH2:5][N:6]2[C:11](=[O:12])[C:10]([C:13]3[NH:18][C:17]4[CH:19]=[CH:20][C:21](I)=[CH:22][C:16]=4[S:15](=[O:25])(=[O:24])[N:14]=3)=[C:9]([OH:26])[C:8]([CH2:27][C:28]([CH3:31])([CH3:30])[CH3:29])=[N:7]2)[CH2:4][CH2:3][CH2:2]1.[O-]P(OP(OP([O-])([O-])=O)([O-])=O)(=O)[O-].[K+].[K+].[K+].[K+].[K+].N(CC(O)=O)C.[CH3:56][NH:57][S:58]([CH3:61])(=[O:60])=[O:59]. The yield is 0.140. The catalyst is [Cu]I.CN(C=O)C. (7) The reactants are [OH:1][CH2:2][C@H:3]1[O:8][C:7]([CH3:10])([CH3:9])[O:6][C@@H:5]([CH2:11][C:12]([N:14]([O:16][CH3:17])[CH3:15])=[O:13])[CH2:4]1.ClCCl.CC(OI1(OC(C)=O)(OC(C)=O)OC(=O)C2C=CC=CC1=2)=O. The catalyst is O. The product is [CH:2]([C@H:3]1[O:8][C:7]([CH3:9])([CH3:10])[O:6][C@@H:5]([CH2:11][C:12]([N:14]([O:16][CH3:17])[CH3:15])=[O:13])[CH2:4]1)=[O:1]. The yield is 0.870.